Task: Regression. Given a peptide amino acid sequence and an MHC pseudo amino acid sequence, predict their binding affinity value. This is MHC class II binding data.. Dataset: Peptide-MHC class II binding affinity with 134,281 pairs from IEDB (1) The peptide sequence is FNIQYVNYWFAPGAA. The MHC is HLA-DPA10201-DPB11401 with pseudo-sequence HLA-DPA10201-DPB11401. The binding affinity (normalized) is 0.0574. (2) The peptide sequence is FKAAVAAAAGAPPAD. The MHC is DRB1_1101 with pseudo-sequence DRB1_1101. The binding affinity (normalized) is 0.285. (3) The peptide sequence is FMVAMFLAVAVVLGL. The MHC is DRB1_1302 with pseudo-sequence DRB1_1302. The binding affinity (normalized) is 0.148. (4) The peptide sequence is SQILELSWNLNGLQAY. The MHC is HLA-DQA10301-DQB10302 with pseudo-sequence HLA-DQA10301-DQB10302. The binding affinity (normalized) is 0.332. (5) The peptide sequence is SINYRTEIDKPCQHH. The MHC is DRB1_0701 with pseudo-sequence DRB1_0701. The binding affinity (normalized) is 0.0363. (6) The peptide sequence is HPGFTIMAAILAYTI. The MHC is DRB1_0701 with pseudo-sequence DRB1_0701. The binding affinity (normalized) is 0.609. (7) The peptide sequence is LIKTLQSKLSRNFTK. The MHC is DRB1_0101 with pseudo-sequence DRB1_0101. The binding affinity (normalized) is 0.901. (8) The peptide sequence is GRGSGSSFEIKSTKPEASSG. The MHC is HLA-DPA10103-DPB10301 with pseudo-sequence HLA-DPA10103-DPB10301. The binding affinity (normalized) is 0.638. (9) The peptide sequence is PAPMLAAAAGWQTLS. The MHC is DRB1_1201 with pseudo-sequence DRB1_1201. The binding affinity (normalized) is 0.229. (10) The peptide sequence is QIYFESYVRPFVATT. The MHC is DRB1_0101 with pseudo-sequence DRB1_0101. The binding affinity (normalized) is 0.988.